From a dataset of Full USPTO retrosynthesis dataset with 1.9M reactions from patents (1976-2016). Predict the reactants needed to synthesize the given product. (1) Given the product [CH2:40]([NH:42][C:33]([C:11]1=[CH:12][C:13]2[CH:19]=[CH:18][C:17]([C:20]3[CH:21]=[CH:22][C:23]([C:26]([N:28]4[CH2:29][CH2:30][CH2:31][CH2:32]4)=[O:27])=[CH:24][CH:25]=3)=[CH:16][C:14]=2[N:15]=[C:9]([NH:8][C:6](=[O:7])[O:5][C:1]([CH3:4])([CH3:2])[CH3:3])[CH2:10]1)=[O:35])[CH2:39][CH3:38], predict the reactants needed to synthesize it. The reactants are: [C:1]([O:5][C:6]([NH:8][C:9]1[CH2:10][C:11]([C:33]([OH:35])=O)=[CH:12][C:13]2[CH:19]=[CH:18][C:17]([C:20]3[CH:25]=[CH:24][C:23]([C:26]([N:28]4[CH2:32][CH2:31][CH2:30][CH2:29]4)=[O:27])=[CH:22][CH:21]=3)=[CH:16][C:14]=2[N:15]=1)=[O:7])([CH3:4])([CH3:3])[CH3:2].C1C=[CH:38][C:39]2N(O)N=[N:42][C:40]=2C=1.CCN=C=NCCCN(C)C.C(N(CC)CC)C.C(N)CC. (2) Given the product [Br:8][C:9]1[CH:10]=[C:5]2[CH:4]=[N:3][N:2]([CH3:1])[C:6]2=[N:7][CH:12]=1, predict the reactants needed to synthesize it. The reactants are: [CH3:1][N:2]1[C:6]([NH2:7])=[CH:5][CH:4]=[N:3]1.[Br:8][CH:9]([CH:12]=O)[CH:10]=O. (3) The reactants are: [CH2:1]([OH:6])[C:2]([F:5])([F:4])[F:3].[H-].[Na+].[C:9]([C:11]1[CH:12]=[C:13]([S:25]([NH:28][C:29]2[S:30][CH:31]=[CH:32][N:33]=2)(=[O:27])=[O:26])[CH:14]=[CH:15][C:16]=1[O:17][C:18]1[CH:19]=[N:20][C:21](F)=[CH:22][CH:23]=1)#[N:10].[Cl-].[NH4+]. Given the product [C:9]([C:11]1[CH:12]=[C:13]([S:25]([NH:28][C:29]2[S:30][CH:31]=[CH:32][N:33]=2)(=[O:26])=[O:27])[CH:14]=[CH:15][C:16]=1[O:17][C:18]1[CH:19]=[N:20][C:21]([O:6][CH2:1][C:2]([F:5])([F:4])[F:3])=[CH:22][CH:23]=1)#[N:10], predict the reactants needed to synthesize it. (4) Given the product [CH3:1][C:2]1[C:3]2[CH2:4][CH2:5][CH2:6][CH:28]([C:29]([O:31][CH2:32][CH3:33])=[O:30])[C:7](=[O:13])[C:8]=2[CH:9]=[C:10]([CH3:12])[CH:11]=1, predict the reactants needed to synthesize it. The reactants are: [CH3:1][C:2]1[CH:11]=[C:10]([CH3:12])[CH:9]=[C:8]2[C:3]=1[CH2:4][CH2:5][CH2:6][C:7]2=[O:13].F[B-](F)(F)F.C([O+](CC)CC)C.[N+](=[CH:28][C:29]([O:31][CH2:32][CH3:33])=[O:30])=[N-].C(=O)(O)[O-].[Na+]. (5) Given the product [F:1][C:2]1[CH:19]=[CH:18][C:5]([C:6]([N:8]2[CH2:13][CH2:12][CH2:11][C@H:10]([C:14]3[N:15]=[C:27]([C@@H:26]([C:20]4[CH:25]=[CH:24][CH:23]=[CH:22][CH:21]=4)[CH3:30])[O:17][N:16]=3)[CH2:9]2)=[O:7])=[CH:4][CH:3]=1, predict the reactants needed to synthesize it. The reactants are: [F:1][C:2]1[CH:19]=[CH:18][C:5]([C:6]([N:8]2[CH2:13][CH2:12][CH2:11][C@H:10]([C:14]([NH:16][OH:17])=[NH:15])[CH2:9]2)=[O:7])=[CH:4][CH:3]=1.[C:20]1([C@@H:26]([CH3:30])[C:27](O)=O)[CH:25]=[CH:24][CH:23]=[CH:22][CH:21]=1. (6) Given the product [C:1]([N:9]1[CH2:14][CH2:13][N:12]([C:15]2[C:16]([C:29]3[CH:30]=[CH:31][C:32]([F:35])=[CH:33][CH:34]=3)=[N:17][C:18]3[C:23]([N:24]=2)=[CH:22][C:21]([C:25]([OH:27])=[O:26])=[CH:20][CH:19]=3)[CH2:11][CH2:10]1)(=[O:8])[C:2]1[CH:7]=[CH:6][CH:5]=[CH:4][CH:3]=1, predict the reactants needed to synthesize it. The reactants are: [C:1]([N:9]1[CH2:14][CH2:13][N:12]([C:15]2[C:16]([C:29]3[CH:34]=[CH:33][C:32]([F:35])=[CH:31][CH:30]=3)=[N:17][C:18]3[C:23]([N:24]=2)=[CH:22][C:21]([C:25]([O:27]C)=[O:26])=[CH:20][CH:19]=3)[CH2:11][CH2:10]1)(=[O:8])[C:2]1[CH:7]=[CH:6][CH:5]=[CH:4][CH:3]=1.[OH-].[Na+]. (7) Given the product [O:14]=[C:9]1[CH2:10][CH2:11][C:12](=[O:13])[N:8]1[O:5][C:1](=[O:6])[CH2:2][CH2:3][CH3:4], predict the reactants needed to synthesize it. The reactants are: [C:1]([OH:6])(=[O:5])[CH2:2][CH2:3][CH3:4].O[N:8]1[C:12](=[O:13])[CH2:11][CH2:10][C:9]1=[O:14].C1(N=C=NC2CCCCC2)CCCCC1. (8) Given the product [NH2:1][C:2]1[N:6]([CH3:7])[C:5](=[O:8])[C:4]([C:15]2[CH:16]=[C:17]([C:21]3[CH:26]=[CH:25][CH:24]=[CH:23][CH:22]=3)[CH:18]=[CH:19][CH:20]=2)([CH:9]2[CH2:14][CH2:13][N:12]([C:29](=[O:30])[CH:28]([CH3:32])[CH3:27])[CH2:11][CH2:10]2)[N:3]=1, predict the reactants needed to synthesize it. The reactants are: [NH2:1][C:2]1[N:6]([CH3:7])[C:5](=[O:8])[C:4]([C:15]2[CH:16]=[C:17]([C:21]3[CH:26]=[CH:25][CH:24]=[CH:23][CH:22]=3)[CH:18]=[CH:19][CH:20]=2)([CH:9]2[CH2:14][CH2:13][NH:12][CH2:11][CH2:10]2)[N:3]=1.[CH3:27][CH:28]([CH3:32])[C:29](Cl)=[O:30].CCN(C(C)C)C(C)C.